Dataset: Catalyst prediction with 721,799 reactions and 888 catalyst types from USPTO. Task: Predict which catalyst facilitates the given reaction. (1) Reactant: [NH2:1][C:2]1[CH:35]=[CH:34][C:5]([CH2:6][NH:7][C:8]2[N:13]=[C:12]([O:14][CH2:15][C:16]([F:19])([F:18])[F:17])[N:11]=[C:10]([NH:20][C:21]3[CH:33]=[CH:32][C:24]([C:25]([O:27][C:28]([CH3:31])([CH3:30])[CH3:29])=[O:26])=[CH:23][CH:22]=3)[N:9]=2)=[CH:4][CH:3]=1.[C:36]([O:40][C:41]([NH:43][CH2:44][C:45]([NH:47][CH2:48][C:49](O)=[O:50])=[O:46])=[O:42])([CH3:39])([CH3:38])[CH3:37].CN(C(ON1N=NC2C=CC=NC1=2)=[N+](C)C)C.F[P-](F)(F)(F)(F)F.CCN(C(C)C)C(C)C. Product: [C:36]([O:40][C:41]([NH:43][CH2:44][C:45]([NH:47][CH2:48][C:49]([NH:1][C:2]1[CH:35]=[CH:34][C:5]([CH2:6][NH:7][C:8]2[N:13]=[C:12]([O:14][CH2:15][C:16]([F:19])([F:17])[F:18])[N:11]=[C:10]([NH:20][C:21]3[CH:33]=[CH:32][C:24]([C:25]([O:27][C:28]([CH3:30])([CH3:31])[CH3:29])=[O:26])=[CH:23][CH:22]=3)[N:9]=2)=[CH:4][CH:3]=1)=[O:50])=[O:46])=[O:42])([CH3:39])([CH3:38])[CH3:37]. The catalyst class is: 2. (2) Reactant: OC(C(F)(F)F)=O.[CH3:8][O:9][C:10](=[O:37])[C@H:11]([CH2:23][C:24]1[CH:29]=[CH:28][C:27]([C:30]2[CH:35]=[CH:34][CH:33]=[CH:32][C:31]=2[NH2:36])=[CH:26][CH:25]=1)[NH:12][C:13](=[O:22])[C:14]1[C:19]([Cl:20])=[CH:18][CH:17]=[CH:16][C:15]=1[Cl:21].CCN(CC)CC.[CH3:45][S:46](Cl)(=[O:48])=[O:47]. Product: [CH3:8][O:9][C:10](=[O:37])[C@H:11]([CH2:23][C:24]1[CH:29]=[CH:28][C:27]([C:30]2[CH:35]=[CH:34][CH:33]=[CH:32][C:31]=2[NH:36][S:46]([CH3:45])(=[O:48])=[O:47])=[CH:26][CH:25]=1)[NH:12][C:13](=[O:22])[C:14]1[C:15]([Cl:21])=[CH:16][CH:17]=[CH:18][C:19]=1[Cl:20]. The catalyst class is: 34. (3) Reactant: [CH:1](O)=[O:2].C(OC(=O)C)(=O)C.[CH2:11]([O:18][NH:19][CH2:20][C:21]1([C:29]([OH:31])=[O:30])[CH2:26][CH2:25][C:24]([CH3:28])([CH3:27])[CH2:23][CH2:22]1)[C:12]1[CH:17]=[CH:16][CH:15]=[CH:14][CH:13]=1. Product: [CH2:11]([O:18][N:19]([CH2:20][C:21]1([C:29]([OH:31])=[O:30])[CH2:26][CH2:25][C:24]([CH3:28])([CH3:27])[CH2:23][CH2:22]1)[CH:1]=[O:2])[C:12]1[CH:17]=[CH:16][CH:15]=[CH:14][CH:13]=1. The catalyst class is: 4. (4) The catalyst class is: 244. Reactant: O.[C:2]1([CH3:12])[CH:7]=[CH:6][C:5](S(O)(=O)=O)=[CH:4][CH:3]=1.[C:13]([O-:16])(O)=O.[Na+]. Product: [CH3:12][C@@H:2]1[CH:7]=[CH:6][CH2:5][C:4]2([CH2:7][CH2:6][CH2:5][CH2:4]2)[C@H:3]1[C:13](=[O:16])/[CH:3]=[CH:2]/[CH3:12]. (5) Reactant: [C:1]([C:3]1[CH:20]=[CH:19][C:6]([O:7][CH2:8][C@@H:9]2[CH2:11][N:10]2[C:12]([O:14][C:15]([CH3:18])([CH3:17])[CH3:16])=[O:13])=[CH:5][CH:4]=1)#[N:2].[CH2:21]1[CH:25]2[CH2:26][NH:27][CH2:28][CH:24]2[CH2:23][N:22]1[C:29]([O:31][CH2:32][C:33]1[CH:38]=[CH:37][CH:36]=[CH:35][CH:34]=1)=[O:30]. Product: [C:15]([O:14][C:12]([NH:10][C@H:9]([CH2:8][O:7][C:6]1[CH:5]=[CH:4][C:3]([C:1]#[N:2])=[CH:20][CH:19]=1)[CH2:11][N:27]1[CH2:26][CH:25]2[CH2:21][N:22]([C:29]([O:31][CH2:32][C:33]3[CH:38]=[CH:37][CH:36]=[CH:35][CH:34]=3)=[O:30])[CH2:23][CH:24]2[CH2:28]1)=[O:13])([CH3:16])([CH3:17])[CH3:18]. The catalyst class is: 32. (6) Reactant: [Si:1]([O:8][CH2:9][C:10]1[NH:11][C:12]2[C:17]([CH:18]=1)=[CH:16][C:15]([Cl:19])=[CH:14][C:13]=2[F:20])([C:4]([CH3:7])([CH3:6])[CH3:5])([CH3:3])[CH3:2].C(=O)([O-])[O-].[Cs+].[Cs+].CN(C)C=O.[C:32]([O:36][CH2:37][CH3:38])(=[O:35])[CH:33]=[CH2:34]. Product: [Si:1]([O:8][CH2:9][C:10]1[N:11]([CH2:34][CH2:33][C:32]([O:36][CH2:37][CH3:38])=[O:35])[C:12]2[C:17]([CH:18]=1)=[CH:16][C:15]([Cl:19])=[CH:14][C:13]=2[F:20])([C:4]([CH3:7])([CH3:6])[CH3:5])([CH3:3])[CH3:2]. The catalyst class is: 13. (7) Reactant: [O:1]1[CH2:5][CH2:4][CH2:3][CH:2]1[CH2:6][CH2:7][O:8]S(C1C=CC(C)=CC=1)(=O)=O.O[C:20]1[CH:21]=[C:22]([CH:27]=[CH:28][C:29]=1[O:30][CH3:31])[C:23]([O:25][CH3:26])=[O:24].C([O-])([O-])=O.[K+].[K+].CCOC(C)=O. Product: [CH3:26][O:25][C:23](=[O:24])[C:22]1[CH:27]=[CH:28][C:29]([O:30][CH3:31])=[C:20]([O:8][CH2:7][CH2:6][CH:2]2[CH2:3][CH2:4][CH2:5][O:1]2)[CH:21]=1. The catalyst class is: 3.